This data is from Peptide-MHC class II binding affinity with 134,281 pairs from IEDB. The task is: Regression. Given a peptide amino acid sequence and an MHC pseudo amino acid sequence, predict their binding affinity value. This is MHC class II binding data. The peptide sequence is RVEIQIRTILQSLWA. The MHC is HLA-DQA10301-DQB10302 with pseudo-sequence HLA-DQA10301-DQB10302. The binding affinity (normalized) is 0.220.